From a dataset of Experimental lipophilicity measurements (octanol/water distribution) for 4,200 compounds from AstraZeneca. Regression/Classification. Given a drug SMILES string, predict its absorption, distribution, metabolism, or excretion properties. Task type varies by dataset: regression for continuous measurements (e.g., permeability, clearance, half-life) or binary classification for categorical outcomes (e.g., BBB penetration, CYP inhibition). For this dataset (lipophilicity_astrazeneca), we predict Y. The drug is O=C(O)Cc1ccc(-c2ccc(NC(=O)c3nnc(Nc4ccccc4F)o3)cc2)cc1. The Y is 1.50 logD.